Dataset: Forward reaction prediction with 1.9M reactions from USPTO patents (1976-2016). Task: Predict the product of the given reaction. (1) Given the reactants Br[C:2]1[CH:7]=[C:6]([Cl:8])[CH:5]=[CH:4][C:3]=1[CH2:9][OH:10].[F:11][C:12]1[CH:17]=[CH:16][C:15]([CH:18]=[CH2:19])=[CH:14][CH:13]=1, predict the reaction product. The product is: [Cl:8][C:6]1[CH:5]=[CH:4][C:3]([CH2:9][OH:10])=[C:2](/[CH:19]=[CH:18]/[C:15]2[CH:16]=[CH:17][C:12]([F:11])=[CH:13][CH:14]=2)[CH:7]=1. (2) Given the reactants Cl[C:2]1[N:7]=[C:6]2[N:8]([CH3:11])[N:9]=[CH:10][C:5]2=[C:4]([O:12][C:13]2[CH:18]=[CH:17][CH:16]=[C:15]([O:19][CH3:20])[CH:14]=2)[N:3]=1.[NH:21]1[C:29]2[C:24](=[CH:25][CH:26]=[CH:27][CH:28]=2)[C:23](B2OC(C)(C)C(C)(C)O2)=[N:22]1, predict the reaction product. The product is: [NH:21]1[C:29]2[C:24](=[C:25]([C:2]3[N:7]=[C:6]4[N:8]([CH3:11])[N:9]=[CH:10][C:5]4=[C:4]([O:12][C:13]4[CH:18]=[CH:17][CH:16]=[C:15]([O:19][CH3:20])[CH:14]=4)[N:3]=3)[CH:26]=[CH:27][CH:28]=2)[CH:23]=[N:22]1. (3) Given the reactants C[C:2]1[C:3]([C:8]2[CH:13]=[CH:12][CH:11]=[CH:10][N:9]=2)=[N:4][CH:5]=[CH:6][CH:7]=1.BrBr.[C:16]([NH:19][CH:20]([C:26]([O:28][CH2:29][CH3:30])=[O:27])[C:21]([O:23][CH2:24][CH3:25])=[O:22])(=[O:18])[CH3:17].[H-].[Na+].[CH3:33]N(C=O)C, predict the reaction product. The product is: [N:9]1[CH:10]=[C:11]([CH2:33][C:20]([NH:19][C:16](=[O:18])[CH3:17])([C:26]([O:28][CH2:29][CH3:30])=[O:27])[C:21]([O:23][CH2:24][CH3:25])=[O:22])[CH:12]=[CH:13][C:8]=1[C:3]1[CH:2]=[CH:7][CH:6]=[CH:5][N:4]=1. (4) Given the reactants [S:1]1[CH:5]=[CH:4][N:3]=[CH:2]1.C([Li])CCC.[C:11]1(=[O:15])[CH2:14][CH2:13][CH2:12]1, predict the reaction product. The product is: [S:1]1[CH:5]=[CH:4][N:3]=[C:2]1[C:11]1([OH:15])[CH2:14][CH2:13][CH2:12]1. (5) Given the reactants C([O:3][CH2:4][CH3:5])=C.[C:6](Cl)(=O)[CH2:7][C:8](Cl)=O.Cl.C(N(CC)CC)C.C(OCC)(OCC)[O:22]CC.Cl.Cl.[F:33][C:34]1[CH:35]=[C:36]([NH:40][NH2:41])[CH:37]=[CH:38][CH:39]=1, predict the reaction product. The product is: [F:33][C:34]1[CH:35]=[C:36]([N:40]2[C:8]([CH2:5][C:4]([OH:3])=[O:22])=[CH:7][CH:6]=[N:41]2)[CH:37]=[CH:38][CH:39]=1. (6) Given the reactants Br[C:2]1[C:3]([F:11])=[C:4]([CH:8]=[CH:9][CH:10]=1)[CH:5]=[N:6][OH:7].[NH:12]1[C:20]2[C:15](=[CH:16][CH:17]=[CH:18][CH:19]=2)[C:14]2([CH2:25][CH:24](B(O)O)[CH2:23][CH2:22][CH2:21]2)[C:13]1=[O:29], predict the reaction product. The product is: [F:11][C:3]1[C:2]([C:17]2[CH:16]=[C:15]3[C:20](=[CH:19][CH:18]=2)[NH:12][C:13](=[O:29])[C:14]23[CH2:25][CH2:24][CH2:23][CH2:22][CH2:21]2)=[CH:10][CH:9]=[CH:8][C:4]=1[CH:5]=[N:6][OH:7]. (7) The product is: [CH3:8][C:5]1[C:4]([C:14]2[CH:19]=[CH:18][CH:17]=[CH:16][N:15]=2)=[N:3][CH:2]=[CH:7][CH:6]=1. Given the reactants Br[C:2]1[CH:7]=[CH:6][C:5]([CH3:8])=[CH:4][N:3]=1.C([Sn](CCCC)(CCCC)[C:14]1[CH:19]=[CH:18][CH:17]=[CH:16][N:15]=1)CCC, predict the reaction product. (8) The product is: [CH3:15][C:14]1[O:13][C:12]([C:16]2[CH:21]=[CH:20][CH:19]=[CH:18][CH:17]=2)=[N:11][C:10]=1[CH2:9][CH2:8][C:5]1[S:6][CH:7]=[C:3]([CH2:2][O:22][C:23]2[CH:28]=[CH:27][CH:26]=[CH:25][C:24]=2[CH2:29][C:30]([O:32][CH3:33])=[O:31])[N:4]=1. Given the reactants Cl[CH2:2][C:3]1[N:4]=[C:5]([CH2:8][CH2:9][C:10]2[N:11]=[C:12]([C:16]3[CH:21]=[CH:20][CH:19]=[CH:18][CH:17]=3)[O:13][C:14]=2[CH3:15])[S:6][CH:7]=1.[OH:22][C:23]1[CH:28]=[CH:27][CH:26]=[CH:25][C:24]=1[CH2:29][C:30]([O:32][CH3:33])=[O:31].CN(C)C=O.[H-].[Na+], predict the reaction product.